From a dataset of NCI-60 drug combinations with 297,098 pairs across 59 cell lines. Regression. Given two drug SMILES strings and cell line genomic features, predict the synergy score measuring deviation from expected non-interaction effect. (1) Drug 1: CC(C1=C(C=CC(=C1Cl)F)Cl)OC2=C(N=CC(=C2)C3=CN(N=C3)C4CCNCC4)N. Drug 2: CCC1=CC2CC(C3=C(CN(C2)C1)C4=CC=CC=C4N3)(C5=C(C=C6C(=C5)C78CCN9C7C(C=CC9)(C(C(C8N6C)(C(=O)OC)O)OC(=O)C)CC)OC)C(=O)OC.C(C(C(=O)O)O)(C(=O)O)O. Cell line: HOP-62. Synergy scores: CSS=30.5, Synergy_ZIP=2.80, Synergy_Bliss=4.19, Synergy_Loewe=-12.4, Synergy_HSA=3.07. (2) Drug 1: CC1=C(N=C(N=C1N)C(CC(=O)N)NCC(C(=O)N)N)C(=O)NC(C(C2=CN=CN2)OC3C(C(C(C(O3)CO)O)O)OC4C(C(C(C(O4)CO)O)OC(=O)N)O)C(=O)NC(C)C(C(C)C(=O)NC(C(C)O)C(=O)NCCC5=NC(=CS5)C6=NC(=CS6)C(=O)NCCC[S+](C)C)O. Drug 2: C(CN)CNCCSP(=O)(O)O. Cell line: NCI-H226. Synergy scores: CSS=21.1, Synergy_ZIP=-1.99, Synergy_Bliss=1.63, Synergy_Loewe=-15.6, Synergy_HSA=1.56. (3) Drug 1: CCCS(=O)(=O)NC1=C(C(=C(C=C1)F)C(=O)C2=CNC3=C2C=C(C=N3)C4=CC=C(C=C4)Cl)F. Drug 2: C(CN)CNCCSP(=O)(O)O. Cell line: MALME-3M. Synergy scores: CSS=15.9, Synergy_ZIP=-22.2, Synergy_Bliss=-37.2, Synergy_Loewe=-47.6, Synergy_HSA=-36.1. (4) Drug 1: CN1C(=O)N2C=NC(=C2N=N1)C(=O)N. Drug 2: CC1CCC2CC(C(=CC=CC=CC(CC(C(=O)C(C(C(=CC(C(=O)CC(OC(=O)C3CCCCN3C(=O)C(=O)C1(O2)O)C(C)CC4CCC(C(C4)OC)O)C)C)O)OC)C)C)C)OC. Cell line: IGROV1. Synergy scores: CSS=-1.19, Synergy_ZIP=1.22, Synergy_Bliss=0.818, Synergy_Loewe=-5.44, Synergy_HSA=-3.57. (5) Drug 1: CN(C(=O)NC(C=O)C(C(C(CO)O)O)O)N=O. Drug 2: C1CN(P(=O)(OC1)NCCCl)CCCl. Cell line: OVCAR-8. Synergy scores: CSS=0.814, Synergy_ZIP=-2.77, Synergy_Bliss=-4.14, Synergy_Loewe=-4.15, Synergy_HSA=-3.69. (6) Drug 1: CC1=C(C(=CC=C1)Cl)NC(=O)C2=CN=C(S2)NC3=CC(=NC(=N3)C)N4CCN(CC4)CCO. Drug 2: CC1C(C(CC(O1)OC2CC(CC3=C2C(=C4C(=C3O)C(=O)C5=C(C4=O)C(=CC=C5)OC)O)(C(=O)CO)O)N)O.Cl. Cell line: UACC-257. Synergy scores: CSS=39.9, Synergy_ZIP=-1.34, Synergy_Bliss=2.69, Synergy_Loewe=3.43, Synergy_HSA=4.44. (7) Drug 1: C1=CC(=CC=C1CCC2=CNC3=C2C(=O)NC(=N3)N)C(=O)NC(CCC(=O)O)C(=O)O. Drug 2: CC=C1C(=O)NC(C(=O)OC2CC(=O)NC(C(=O)NC(CSSCCC=C2)C(=O)N1)C(C)C)C(C)C. Cell line: SW-620. Synergy scores: CSS=57.1, Synergy_ZIP=5.41, Synergy_Bliss=4.48, Synergy_Loewe=1.21, Synergy_HSA=6.93.